The task is: Predict the product of the given reaction.. This data is from Forward reaction prediction with 1.9M reactions from USPTO patents (1976-2016). Given the reactants [NH:1]1[C:9]2[C:4](=[CH:5][CH:6]=[CH:7][CH:8]=2)[C:3]([CH:10]=[CH:11][C:12]([NH:14][C:15]2[CH:16]=[C:17]([CH:21]=[CH:22][CH:23]=2)[C:18]([OH:20])=[O:19])=[O:13])=[CH:2]1.Br[CH:25]([CH3:27])[CH3:26].CCN(C(C)C)C(C)C.O, predict the reaction product. The product is: [NH:1]1[C:9]2[C:4](=[CH:5][CH:6]=[CH:7][CH:8]=2)[C:3]([CH:10]=[CH:11][C:12]([NH:14][C:15]2[CH:16]=[C:17]([CH:21]=[CH:22][CH:23]=2)[C:18]([O:20][CH:25]([CH3:27])[CH3:26])=[O:19])=[O:13])=[CH:2]1.